From a dataset of NCI-60 drug combinations with 297,098 pairs across 59 cell lines. Regression. Given two drug SMILES strings and cell line genomic features, predict the synergy score measuring deviation from expected non-interaction effect. (1) Drug 2: C(=O)(N)NO. Synergy scores: CSS=16.9, Synergy_ZIP=0.164, Synergy_Bliss=5.98, Synergy_Loewe=-0.586, Synergy_HSA=4.85. Cell line: OVCAR-5. Drug 1: CS(=O)(=O)C1=CC(=C(C=C1)C(=O)NC2=CC(=C(C=C2)Cl)C3=CC=CC=N3)Cl. (2) Drug 2: C(CC(=O)O)C(=O)CN.Cl. Drug 1: CC(C1=C(C=CC(=C1Cl)F)Cl)OC2=C(N=CC(=C2)C3=CN(N=C3)C4CCNCC4)N. Synergy scores: CSS=0.255, Synergy_ZIP=-3.72, Synergy_Bliss=-9.06, Synergy_Loewe=-11.8, Synergy_HSA=-11.7. Cell line: OVCAR3. (3) Drug 2: C1C(C(OC1N2C=NC3=C(N=C(N=C32)Cl)N)CO)O. Drug 1: CC1C(C(CC(O1)OC2CC(CC3=C2C(=C4C(=C3O)C(=O)C5=C(C4=O)C(=CC=C5)OC)O)(C(=O)C)O)N)O.Cl. Cell line: KM12. Synergy scores: CSS=6.72, Synergy_ZIP=-6.18, Synergy_Bliss=-10.4, Synergy_Loewe=-7.05, Synergy_HSA=-3.27. (4) Drug 1: CC12CCC(CC1=CCC3C2CCC4(C3CC=C4C5=CN=CC=C5)C)O. Drug 2: CC1=C(C=C(C=C1)NC(=O)C2=CC=C(C=C2)CN3CCN(CC3)C)NC4=NC=CC(=N4)C5=CN=CC=C5. Cell line: T-47D. Synergy scores: CSS=8.50, Synergy_ZIP=1.74, Synergy_Bliss=2.92, Synergy_Loewe=0.405, Synergy_HSA=2.10. (5) Drug 1: CN(C)C1=NC(=NC(=N1)N(C)C)N(C)C. Drug 2: C1CC(=O)NC(=O)C1N2C(=O)C3=CC=CC=C3C2=O. Cell line: SK-MEL-5. Synergy scores: CSS=-4.68, Synergy_ZIP=1.34, Synergy_Bliss=-1.97, Synergy_Loewe=-6.33, Synergy_HSA=-7.07.